Task: Regression. Given a peptide amino acid sequence and an MHC pseudo amino acid sequence, predict their binding affinity value. This is MHC class I binding data.. Dataset: Peptide-MHC class I binding affinity with 185,985 pairs from IEDB/IMGT The peptide sequence is SDYLETDTI. The MHC is Mamu-B01 with pseudo-sequence Mamu-B01. The binding affinity (normalized) is 1.00.